From a dataset of hERG potassium channel inhibition data for cardiac toxicity prediction from Karim et al.. Regression/Classification. Given a drug SMILES string, predict its toxicity properties. Task type varies by dataset: regression for continuous values (e.g., LD50, hERG inhibition percentage) or binary classification for toxic/non-toxic outcomes (e.g., AMES mutagenicity, cardiotoxicity, hepatotoxicity). Dataset: herg_karim. (1) The molecule is CCC(=O)N1CCc2c(nc(C)n2C2CC3CCC(C2)N3CCC(NC(C)=O)c2cccc(F)c2)C1. The result is 1 (blocker). (2) The molecule is CN(CCO)C1CCN(c2nc3ccccc3n2Cc2ccc(F)cc2)CC1. The result is 1 (blocker).